Predict the product of the given reaction. From a dataset of Forward reaction prediction with 1.9M reactions from USPTO patents (1976-2016). (1) Given the reactants [CH2:1]([N:3]1[C:7]2=[N:8][CH:9]=[C:10]([C:26]3[CH2:30][C:29]4([CH2:34][CH2:33][CH2:32][CH2:31]4)[O:28][N:27]=3)[C:11]([NH:12][CH:13]3[CH2:18][CH2:17][N:16](C(OC(C)(C)C)=O)[CH2:15][CH2:14]3)=[C:6]2[CH:5]=[N:4]1)[CH3:2].FC(F)(F)C(O)=O, predict the reaction product. The product is: [CH2:1]([N:3]1[C:7]2[N:8]=[CH:9][C:10]([C:26]3[CH2:30][C:29]4([CH2:34][CH2:33][CH2:32][CH2:31]4)[O:28][N:27]=3)=[C:11]([NH:12][CH:13]3[CH2:14][CH2:15][NH:16][CH2:17][CH2:18]3)[C:6]=2[CH:5]=[N:4]1)[CH3:2]. (2) Given the reactants [CH:1]([C:4]1[C:8]([CH2:9][C:10]#N)=[CH:7][N:6]([C:12]2[CH:17]=[CH:16][C:15]([C:18]([F:21])([F:20])[F:19])=[CH:14][N:13]=2)[N:5]=1)([CH3:3])[CH3:2].[OH-:22].[Na+].[CH2:24]([OH:26])[CH3:25], predict the reaction product. The product is: [CH:1]([C:4]1[C:8]([CH2:9][C:10]([O:26][CH2:24][CH3:25])=[O:22])=[CH:7][N:6]([C:12]2[CH:17]=[CH:16][C:15]([C:18]([F:21])([F:20])[F:19])=[CH:14][N:13]=2)[N:5]=1)([CH3:3])[CH3:2]. (3) Given the reactants [NH2:1][NH:2][C:3]([C:5]1[CH:10]=[CH:9][C:8]([C:11]([F:14])([F:13])[F:12])=[CH:7][N:6]=1)=[NH:4].[N+:15]([C:18]1[CH:19]=[C:20]([CH:23]=[CH:24][CH:25]=1)[CH:21]=O)([O-:17])=[O:16], predict the reaction product. The product is: [N+:15]([C:18]1[CH:19]=[C:20]([C:21]2[NH:1][N:2]=[C:3]([C:5]3[CH:10]=[CH:9][C:8]([C:11]([F:12])([F:13])[F:14])=[CH:7][N:6]=3)[N:4]=2)[CH:23]=[CH:24][CH:25]=1)([O-:17])=[O:16]. (4) Given the reactants [NH:1]1[C:9]2[C:4](=[CH:5][C:6]([NH:10][C:11]3[C:20]4[C:15](=[CH:16][CH:17]=[CH:18][CH:19]=4)[N:14]=[C:13]([C:21]4[CH:22]=[C:23]([CH:29]=[CH:30][CH:31]=4)[O:24][CH2:25][C:26]([OH:28])=O)[N:12]=3)=[CH:7][CH:8]=2)[CH:3]=[N:2]1.C1CN([P+](ON2N=NC3C=CC=CC2=3)(N2CCCC2)N2CCCC2)CC1.F[P-](F)(F)(F)(F)F.CCN(C(C)C)C(C)C.Cl.[O:75]1[CH2:80][CH2:79][CH:78]([NH2:81])[CH2:77][CH2:76]1, predict the reaction product. The product is: [NH:1]1[C:9]2[C:4](=[CH:5][C:6]([NH:10][C:11]3[C:20]4[C:15](=[CH:16][CH:17]=[CH:18][CH:19]=4)[N:14]=[C:13]([C:21]4[CH:22]=[C:23]([CH:29]=[CH:30][CH:31]=4)[O:24][CH2:25][C:26]([NH:81][CH:78]4[CH2:79][CH2:80][O:75][CH2:76][CH2:77]4)=[O:28])[N:12]=3)=[CH:7][CH:8]=2)[CH:3]=[N:2]1. (5) The product is: [C:9]([C:8]1[NH:7][C:2]2[C:1]([CH:14]=1)=[CH:6][CH:5]=[CH:4][CH:3]=2)([CH3:12])([CH3:11])[CH3:10]. Given the reactants [C:1]1([CH3:14])[CH:6]=[CH:5][CH:4]=[CH:3][C:2]=1[NH:7][C:8](=O)[C:9]([CH3:12])([CH3:11])[CH3:10].[Li]CCCC.[NH4+].[Cl-], predict the reaction product. (6) Given the reactants C([Li])CCC.C([Si]([O:13][C@@H:14]1[CH2:18][O:17][C@@H:16]2[C@@H:19]([C:22]#[CH:23])[CH2:20][O:21][C@H:15]12)(C)C)(C)(C)C.Cl[C:25]([O:27][CH2:28][CH3:29])=[O:26], predict the reaction product. The product is: [CH2:28]([O:27][C:25](=[O:26])[CH2:23][CH2:22][C@H:19]1[CH2:20][O:21][C@@H:15]2[C@H:14]([OH:13])[CH2:18][O:17][C@H:16]12)[CH3:29]. (7) Given the reactants [F:1][C:2]1[CH:3]=[C:4]([C:21]([O:23][CH3:24])=[O:22])[C:5]([C:9]2[C:10]([C:17]([O:19][CH3:20])=[O:18])=[CH:11][C:12]([F:16])=[CH:13][C:14]=2I)=[C:6](I)[CH:7]=1, predict the reaction product. The product is: [F:1][C:2]1[CH:3]=[C:4]([C:21]([O:23][CH3:24])=[O:22])[C:5]2[C:9]3[C:14]([C:6]=2[CH:7]=1)=[CH:13][C:12]([F:16])=[CH:11][C:10]=3[C:17]([O:19][CH3:20])=[O:18].